From a dataset of Full USPTO retrosynthesis dataset with 1.9M reactions from patents (1976-2016). Predict the reactants needed to synthesize the given product. (1) Given the product [C:14]([C:18]1[CH:37]=[CH:36][C:21]([CH2:22][N:23]([CH2:24][CH2:25][C:26]2[CH:31]=[CH:30][CH:29]=[C:28]([C:32]([F:35])([F:33])[F:34])[CH:27]=2)[C:11]([C:9]2[CH:10]=[C:2]([F:1])[CH:3]=[C:4]3[C:8]=2[NH:7][CH:6]=[CH:5]3)=[O:13])=[CH:20][CH:19]=1)([CH3:17])([CH3:15])[CH3:16], predict the reactants needed to synthesize it. The reactants are: [F:1][C:2]1[CH:3]=[C:4]2[C:8](=[C:9]([C:11]([OH:13])=O)[CH:10]=1)[NH:7][CH:6]=[CH:5]2.[C:14]([C:18]1[CH:37]=[CH:36][C:21]([CH2:22][NH:23][CH2:24][CH2:25][C:26]2[CH:31]=[CH:30][CH:29]=[C:28]([C:32]([F:35])([F:34])[F:33])[CH:27]=2)=[CH:20][CH:19]=1)([CH3:17])([CH3:16])[CH3:15].CCN=C=NCCCN(C)C.Cl. (2) Given the product [CH3:1][O:2][C:3]1[CH:4]=[C:5]([C:13]([OH:15])=[O:14])[C:6](=[CH:11][CH:12]=1)[C:7]([OH:9])=[O:8], predict the reactants needed to synthesize it. The reactants are: [CH3:1][O:2][C:3]1[CH:4]=[C:5]([C:13]([O:15]C)=[O:14])[C:6](=[CH:11][CH:12]=1)[C:7]([O:9]C)=[O:8].[OH-].[K+]. (3) Given the product [CH3:50][C@@H:51]([O:55][C:56](=[O:61])[O:57][CH:58]([O:16][C:14]1[N:13]([C:17]2[N:18]=[CH:19][CH:20]=[CH:21][N:22]=2)[N:12]=[C:11]([CH:10]([NH:9][C:6]2[CH:7]=[CH:8][C:3]([C:2]([NH2:1])=[N:36][C:37](=[O:44])[C:38]3[CH:39]=[CH:40][CH:41]=[CH:42][CH:43]=3)=[CH:4][CH:5]=2)[C:23]2[CH:28]=[C:27]([O:29][CH3:30])[CH:26]=[C:25]([O:31][CH2:32][CH2:33][OH:34])[C:24]=2[F:35])[N:15]=1)[CH3:59])[CH2:52][CH2:53][CH3:54], predict the reactants needed to synthesize it. The reactants are: [NH2:1][C:2](=[N:36][C:37](=[O:44])[C:38]1[CH:43]=[CH:42][CH:41]=[CH:40][CH:39]=1)[C:3]1[CH:8]=[CH:7][C:6]([NH:9][CH:10]([C:23]2[CH:28]=[C:27]([O:29][CH3:30])[CH:26]=[C:25]([O:31][CH2:32][CH2:33][OH:34])[C:24]=2[F:35])[C:11]2[NH:15][C:14](=[O:16])[N:13]([C:17]3[N:22]=[CH:21][CH:20]=[CH:19][N:18]=3)[N:12]=2)=[CH:5][CH:4]=1.C(=O)([O-])O.[K+].[CH3:50][C@@H:51]([O:55][C:56](=[O:61])[O:57][CH:58](Cl)[CH3:59])[CH2:52][CH2:53][CH3:54]. (4) Given the product [F:10][CH:8]1[CH2:9][CH:4]([NH2:1])[CH2:5][CH:6]([NH2:11])[CH2:7]1, predict the reactants needed to synthesize it. The reactants are: [N:1]([CH:4]1[CH2:9][CH:8]([F:10])[CH2:7][CH:6]([N:11]=[N+]=[N-])[CH2:5]1)=[N+]=[N-]. (5) Given the product [C:5]1([C:30]2[CH:35]=[CH:34][CH:33]=[CH:32][CH:31]=2)[CH:4]=[CH:3][C:2]([C:7]([CH2:9][CH2:10][C:11]2[C:16]3[NH:17][C:18](=[O:20])[O:19][C:15]=3[CH:14]=[C:13]([C:21](=[NH:22])[NH2:42])[CH:12]=2)=[O:8])=[CH:1][CH:6]=1, predict the reactants needed to synthesize it. The reactants are: [C:1]1(C2C=CC=CC=2)[C:2]([C:7]([CH2:9][CH2:10][C:11]2[C:16]3[NH:17][C:18](=[O:20])[O:19][C:15]=3[CH:14]=[C:13]([C:21]#[N:22])[CH:12]=2)=[O:8])=[CH:3][CH:4]=[CH:5][CH:6]=1.C(N)(=N)[C:30]1[CH:35]=[CH:34][CH:33]=[CH:32][CH:31]=1.C(=O)([O-])[O-].[NH4+:42].[NH4+]. (6) Given the product [F:30]/[C:15](/[C:11]1[CH:12]=[C:13]([CH3:14])[N:9]([CH2:8][C:5]2[CH:6]=[CH:7][C:2]([NH:32][CH3:31])=[N:3][CH:4]=2)[N:10]=1)=[CH:16]\[C:17]1[CH:22]=[CH:21][C:20]([C:23]([CH3:29])([CH3:28])[C:24]([F:27])([F:26])[F:25])=[CH:19][CH:18]=1, predict the reactants needed to synthesize it. The reactants are: Cl[C:2]1[CH:7]=[CH:6][C:5]([CH2:8][N:9]2[C:13]([CH3:14])=[CH:12][C:11](/[C:15](/[F:30])=[CH:16]/[C:17]3[CH:22]=[CH:21][C:20]([C:23]([CH3:29])([CH3:28])[C:24]([F:27])([F:26])[F:25])=[CH:19][CH:18]=3)=[N:10]2)=[CH:4][N:3]=1.[CH3:31][NH2:32]. (7) The reactants are: [F:1][C:2]1[CH:3]=[C:4]2[C:9](=[CH:10][CH:11]=1)[C:8](=[O:12])[CH2:7][CH2:6][CH2:5]2.C[Si]([N-][Si](C)(C)C)(C)C.[Li+].C1C=CC(N([S:30]([C:33]([F:36])([F:35])[F:34])(=[O:32])=[O:31])[S:30]([C:33]([F:36])([F:35])[F:34])(=[O:32])=[O:31])=CC=1. Given the product [F:34][C:33]([F:36])([F:35])[S:30]([O:12][C:8]1[C:9]2[C:4](=[CH:3][C:2]([F:1])=[CH:11][CH:10]=2)[CH2:5][CH2:6][CH:7]=1)(=[O:32])=[O:31], predict the reactants needed to synthesize it.